The task is: Predict which catalyst facilitates the given reaction.. This data is from Catalyst prediction with 721,799 reactions and 888 catalyst types from USPTO. (1) Reactant: Cl.[F:2][CH2:3][CH2:4][NH2:5].C(N(CC)CC)C.[CH3:13][S:14]([CH:17]=[CH2:18])(=[O:16])=[O:15].[C:19](O[C:19]([O:21][C:22]([CH3:25])([CH3:24])[CH3:23])=[O:20])([O:21][C:22]([CH3:25])([CH3:24])[CH3:23])=[O:20]. Product: [F:2][CH2:3][CH2:4][N:5]([CH2:18][CH2:17][S:14]([CH3:13])(=[O:16])=[O:15])[C:19](=[O:20])[O:21][C:22]([CH3:25])([CH3:24])[CH3:23]. The catalyst class is: 5. (2) Reactant: [F:1][C:2]([F:6])([F:5])[CH2:3][SH:4].[H-].[Na+].[C:9]([C:11]1[CH:20]=[CH:19][C:14]([C:15](=[O:18])[CH2:16]Br)=[CH:13][CH:12]=1)#[N:10]. Product: [F:1][C:2]([F:6])([F:5])[CH2:3][S:4][CH2:16][C:15]([C:14]1[CH:19]=[CH:20][C:11]([C:9]#[N:10])=[CH:12][CH:13]=1)=[O:18]. The catalyst class is: 1. (3) Reactant: [C:1]1([CH3:11])[CH:6]=[CH:5][C:4]([S:7](Cl)(=[O:9])=[O:8])=[CH:3][CH:2]=1.C1COCC1.[CH3:17][O:18][CH2:19][CH2:20][O:21][CH2:22][CH2:23][OH:24].[OH-].[Na+]. The catalyst class is: 6. Product: [C:1]1([CH3:11])[CH:6]=[CH:5][C:4]([S:7]([O:24][CH2:23][CH2:22][O:21][CH2:20][CH2:19][O:18][CH3:17])(=[O:9])=[O:8])=[CH:3][CH:2]=1.